Dataset: Reaction yield outcomes from USPTO patents with 853,638 reactions. Task: Predict the reaction yield, written as a fraction of the theoretical maximum amount of product (1.0 means a 100% yield; for example, 0.34 means a 34% yield). The reactants are [NH2:1][C:2]1[N:7]=[CH:6][C:5](/[CH:8]=[CH:9]/[C:10]([O:12][CH3:13])=[O:11])=[CH:4][CH:3]=1. The catalyst is CO.[C].[Pd]. The product is [NH2:1][C:2]1[N:7]=[CH:6][C:5]([CH2:8][CH2:9][C:10]([O:12][CH3:13])=[O:11])=[CH:4][CH:3]=1. The yield is 0.830.